Dataset: Reaction yield outcomes from USPTO patents with 853,638 reactions. Task: Predict the reaction yield, written as a fraction of the theoretical maximum amount of product (1.0 means a 100% yield; for example, 0.34 means a 34% yield). (1) The product is [CH2:28]([O:27][C:25]([N:14]=[C:10]([O:11][CH2:12][CH3:13])[CH2:9][C:6]1[CH:5]=[CH:4][C:3]([F:2])=[CH:8][CH:7]=1)=[O:26])[CH3:29]. The catalyst is C(Cl)Cl. The reactants are Cl.[F:2][C:3]1[CH:8]=[CH:7][C:6]([CH2:9][C:10](=[NH:14])[O:11][CH2:12][CH3:13])=[CH:5][CH:4]=1.N1C(C)=CC(C)=CC=1C.Cl[C:25]([O:27][CH2:28][CH3:29])=[O:26]. The yield is 0.527. (2) The reactants are [H-].[Al+3].[Li+].[H-].[H-].[H-].[C:7]1([C:17](OCC)=[O:18])([C:12](OCC)=[O:13])[CH2:11][CH:10]=[CH:9][CH2:8]1. The catalyst is C1COCC1. The product is [C:7]1([CH2:17][OH:18])([CH2:12][OH:13])[CH2:11][CH:10]=[CH:9][CH2:8]1. The yield is 0.850. (3) The reactants are [CH3:1][O:2][C:3]([C:5]1(Br)[CH:14]=[C:13]([O:15][CH2:16][O:17][CH2:18][CH2:19][Si:20]([CH3:23])([CH3:22])[CH3:21])[C:12]2[C:7](=[CH:8][CH:9]=[C:10]([O:24][CH3:25])[CH:11]=2)[NH:6]1)=[O:4].[CH3:27][N:28]1[CH2:34][CH2:33][CH2:32][NH:31][CH2:30][CH2:29]1.C1C=CC(P(C2C(C3C(P(C4C=CC=CC=4)C4C=CC=CC=4)=CC=C4C=3C=CC=C4)=C3C(C=CC=C3)=CC=2)C2C=CC=CC=2)=CC=1.C(=O)([O-])[O-].[Cs+].[Cs+]. The catalyst is C1(C)C=CC=CC=1. The product is [CH3:1][O:2][C:3]([C:5]1[CH:14]=[C:13]([O:15][CH2:16][O:17][CH2:18][CH2:19][Si:20]([CH3:23])([CH3:22])[CH3:21])[C:12]2[C:7](=[C:8]([N:31]3[CH2:32][CH2:33][CH2:34][N:28]([CH3:27])[CH2:29][CH2:30]3)[CH:9]=[C:10]([O:24][CH3:25])[CH:11]=2)[N:6]=1)=[O:4]. The yield is 0.920. (4) The reactants are CS(O[CH2:6][CH2:7][CH2:8][CH2:9][N:10]1[C:18](=[O:19])[C:17]2[N:16](CC=C)[C:15]([Cl:23])=[N:14][C:13]=2[N:12]([CH2:24][CH2:25][CH2:26][CH3:27])[C:11]1=[O:28])(=O)=O.C([O-])([O-])=O.[Cs+].[Cs+].[C:35]1([C:41]2[NH:45][N:44]=[N:43][N:42]=2)[CH:40]=[CH:39][CH:38]=[CH:37][CH:36]=1.N1CCOCC1. The catalyst is C1C=CC([P]([Pd]([P](C2C=CC=CC=2)(C2C=CC=CC=2)C2C=CC=CC=2)([P](C2C=CC=CC=2)(C2C=CC=CC=2)C2C=CC=CC=2)[P](C2C=CC=CC=2)(C2C=CC=CC=2)C2C=CC=CC=2)(C2C=CC=CC=2)C2C=CC=CC=2)=CC=1.CO.CN(C=O)C. The product is [CH2:24]([N:12]1[C:13]2[N:14]=[C:15]([Cl:23])[NH:16][C:17]=2[C:18](=[O:19])[N:10]([CH2:9][CH2:8][CH2:7][CH2:6][N:43]2[N:44]=[N:45][C:41]([C:35]3[CH:40]=[CH:39][CH:38]=[CH:37][CH:36]=3)=[N:42]2)[C:11]1=[O:28])[CH2:25][CH2:26][CH3:27]. The yield is 0.290. (5) The reactants are Br[C:2]1[CH:23]=[CH:22][C:5]2[C:6]3[N:7]([CH:11]=[C:12]([C:14]4[N:18]([CH:19]([CH3:21])[CH3:20])[N:17]=[CH:16][N:15]=4)[N:13]=3)[CH2:8][CH2:9][O:10][C:4]=2[CH:3]=1.[CH:24]([S:26]([NH2:29])(=[O:28])=[O:27])=[CH2:25].C(N(CC)CC)C.C1(C)C=CC=CC=1P(C1C=CC=CC=1C)C1C=CC=CC=1C. The catalyst is CN(C=O)C.C([O-])(=O)C.[Pd+2].C([O-])(=O)C. The product is [CH:19]([N:18]1[C:14]([C:12]2[N:13]=[C:6]3[N:7]([CH2:8][CH2:9][O:10][C:4]4[CH:3]=[C:2](/[CH:25]=[CH:24]/[S:26]([NH2:29])(=[O:28])=[O:27])[CH:23]=[CH:22][C:5]=43)[CH:11]=2)=[N:15][CH:16]=[N:17]1)([CH3:21])[CH3:20]. The yield is 0.350. (6) The reactants are Br[C:2]1[CH:3]=[C:4]2[C:10]([C:11]3[CH:15]=[CH:14][N:13]([CH2:16][C:17]4[CH:22]=[C:21]([F:23])[CH:20]=[C:19]([F:24])[CH:18]=4)[N:12]=3)=[CH:9][N:8]([S:25]([C:28]3[CH:34]=[CH:33][C:31]([CH3:32])=[CH:30][CH:29]=3)(=[O:27])=[O:26])[C:5]2=[N:6][CH:7]=1.[CH3:35][O:36][C:37]1[CH:42]=[CH:41][C:40](B2OC(C)(C)C(C)(C)O2)=[CH:39][C:38]=1[NH:52][S:53]([CH3:56])(=[O:55])=[O:54].C(=O)([O-])[O-].[Na+].[Na+]. The catalyst is C1(C)C=CC=CC=1.C(O)C.O.C1C=CC([P]([Pd]([P](C2C=CC=CC=2)(C2C=CC=CC=2)C2C=CC=CC=2)([P](C2C=CC=CC=2)(C2C=CC=CC=2)C2C=CC=CC=2)[P](C2C=CC=CC=2)(C2C=CC=CC=2)C2C=CC=CC=2)(C2C=CC=CC=2)C2C=CC=CC=2)=CC=1. The product is [F:23][C:21]1[CH:22]=[C:17]([CH:18]=[C:19]([F:24])[CH:20]=1)[CH2:16][N:13]1[CH:14]=[CH:15][C:11]([C:10]2[C:4]3[C:5](=[N:6][CH:7]=[C:2]([C:40]4[CH:41]=[CH:42][C:37]([O:36][CH3:35])=[C:38]([NH:52][S:53]([CH3:56])(=[O:54])=[O:55])[CH:39]=4)[CH:3]=3)[N:8]([S:25]([C:28]3[CH:34]=[CH:33][C:31]([CH3:32])=[CH:30][CH:29]=3)(=[O:26])=[O:27])[CH:9]=2)=[N:12]1. The yield is 0.377. (7) The reactants are [K].N1C=CN=C1.FC(F)(F)C(OCC)=O.[F:16][C:17]([N:22]1[CH:26]=[CH:25][N:24]=[CH:23]1)(F)[CH:18]([F:20])[F:19]. The catalyst is O1CCCC1. The product is [F:16][C:17]([N:22]1[CH:26]=[CH:25][N:24]=[CH:23]1)=[C:18]([F:20])[F:19]. The yield is 0.130.